From a dataset of Full USPTO retrosynthesis dataset with 1.9M reactions from patents (1976-2016). Predict the reactants needed to synthesize the given product. (1) Given the product [C:17]([O:16][C:14]([NH:13][C@H:9]([CH2:8][C:5]1[CH:6]=[CH:7][C:2]([C:26]2[CH:25]=[CH:24][CH:23]=[C:22]([Cl:21])[CH:27]=2)=[CH:3][CH:4]=1)[C:10]([OH:12])=[O:11])=[O:15])([CH3:20])([CH3:19])[CH3:18], predict the reactants needed to synthesize it. The reactants are: Br[C:2]1[CH:7]=[CH:6][C:5]([CH2:8][C@@H:9]([NH:13][C:14]([O:16][C:17]([CH3:20])([CH3:19])[CH3:18])=[O:15])[C:10]([OH:12])=[O:11])=[CH:4][CH:3]=1.[Cl:21][C:22]1[CH:23]=[C:24](B(O)O)[CH:25]=[CH:26][CH:27]=1.C([O-])([O-])=O.[Na+].[Na+]. (2) Given the product [CH:28]1([C@:6]2([C:4]#[N:5])[CH2:10][CH2:9][N:8]([C:11]3[CH:16]=[CH:15][N:14]=[C:13]([NH:17][C:18]4[CH:26]=[CH:25][C:21]([C:22]([N:39]5[CH:32]6[CH2:38][CH2:37][CH:36]5[CH2:35][O:34][CH2:33]6)=[O:23])=[CH:20][N:19]=4)[CH:12]=3)[C:7]2=[O:27])[CH2:29][CH2:30]1, predict the reactants needed to synthesize it. The reactants are: Cl.Cl.Cl.[C:4]([C@@:6]1([CH:28]2[CH2:30][CH2:29]2)[CH2:10][CH2:9][N:8]([C:11]2[CH:16]=[CH:15][N:14]=[C:13]([NH:17][C:18]3[CH:26]=[CH:25][C:21]([C:22](O)=[O:23])=[CH:20][N:19]=3)[CH:12]=2)[C:7]1=[O:27])#[N:5].Cl.[CH:32]12[NH:39][CH:36]([CH2:37][CH2:38]1)[CH2:35][O:34][CH2:33]2.C(N(CC)C(C)C)(C)C.F[P-](F)(F)(F)(F)F.N1(OC(N(C)C)=[N+](C)C)C2N=CC=CC=2N=N1.C(=O)([O-])O.[Na+]. (3) Given the product [C:1]([O:5][C:6]([N:8]1[CH2:9][CH2:10][N:11]([C:14]2[N:22]=[CH:21][N:20]=[C:19]3[C:15]=2[N:16]([CH2:28][C:29]#[C:30][CH3:31])[C:17](=[O:27])[NH:18]3)[CH2:12][CH2:13]1)=[O:7])([CH3:4])([CH3:3])[CH3:2], predict the reactants needed to synthesize it. The reactants are: [C:1]([O:5][C:6]([N:8]1[CH2:13][CH2:12][N:11]([C:14]2[N:22]=[CH:21][N:20]=[C:19]3[C:15]=2[N:16]([CH2:28][C:29]#[C:30][CH3:31])[C:17](=[O:27])[N:18]3CCC#N)[CH2:10][CH2:9]1)=[O:7])([CH3:4])([CH3:3])[CH3:2].[H-].[Na+].O.Cl. (4) Given the product [CH:16]([O:19][C:2]1[CH:9]=[C:8]([C:10]([F:13])([F:12])[F:11])[CH:7]=[CH:6][C:3]=1[C:4]#[N:5])([CH3:18])[CH3:17], predict the reactants needed to synthesize it. The reactants are: F[C:2]1[CH:9]=[C:8]([C:10]([F:13])([F:12])[F:11])[CH:7]=[CH:6][C:3]=1[C:4]#[N:5].[H-].[Na+].[CH:16]([OH:19])([CH3:18])[CH3:17].